Dataset: TCR-epitope binding with 47,182 pairs between 192 epitopes and 23,139 TCRs. Task: Binary Classification. Given a T-cell receptor sequence (or CDR3 region) and an epitope sequence, predict whether binding occurs between them. (1) The epitope is KLSYGIATV. The TCR CDR3 sequence is CASSFDKNTEAFF. Result: 0 (the TCR does not bind to the epitope). (2) The epitope is KRWIILGLNK. The TCR CDR3 sequence is CASSSQADTQYF. Result: 1 (the TCR binds to the epitope).